Dataset: Forward reaction prediction with 1.9M reactions from USPTO patents (1976-2016). Task: Predict the product of the given reaction. Given the reactants [NH2:1][C:2]1[CH:27]=[CH:26][C:5]2[O:6][C:7]3[CH:25]=[CH:24][CH:23]=[CH:22][C:8]=3[C@@H:9]3[C@H:14]([NH:15][C:16](=[O:21])[C:17]([F:20])([F:19])[F:18])[CH2:13][CH2:12][CH2:11][N:10]3[C:4]=2[CH:3]=1.[C:28](Cl)(=[O:31])[CH2:29][CH3:30].C(N(CC)CC)C, predict the reaction product. The product is: [O:31]=[C:28]([NH:1][C:2]1[CH:27]=[CH:26][C:5]2[O:6][C:7]3[CH:25]=[CH:24][CH:23]=[CH:22][C:8]=3[C@@H:9]3[C@H:14]([NH:15][C:16](=[O:21])[C:17]([F:19])([F:20])[F:18])[CH2:13][CH2:12][CH2:11][N:10]3[C:4]=2[CH:3]=1)[CH2:29][CH3:30].